From a dataset of Peptide-MHC class II binding affinity with 134,281 pairs from IEDB. Regression. Given a peptide amino acid sequence and an MHC pseudo amino acid sequence, predict their binding affinity value. This is MHC class II binding data. The peptide sequence is EEDIKIIPIQEEEY. The MHC is HLA-DPA10201-DPB10101 with pseudo-sequence HLA-DPA10201-DPB10101. The binding affinity (normalized) is 0.562.